From a dataset of Full USPTO retrosynthesis dataset with 1.9M reactions from patents (1976-2016). Predict the reactants needed to synthesize the given product. (1) The reactants are: [C:1]([C:5]1[CH:6]=[C:7]2[C:11](=[CH:12][CH:13]=1)[C:10](=[O:14])[N:9]([CH2:15][CH:16]([C:21]1([CH3:26])OCC[O:22]1)[C:17]([O:19][CH3:20])=[O:18])[C:8]2=[O:27])([CH3:4])([CH3:3])[CH3:2].O.C1(C)C=CC(S(O)(=O)=O)=CC=1. Given the product [C:1]([C:5]1[CH:6]=[C:7]2[C:11](=[CH:12][CH:13]=1)[C:10](=[O:14])[N:9]([CH2:15][CH:16]([C:21](=[O:22])[CH3:26])[C:17]([O:19][CH3:20])=[O:18])[C:8]2=[O:27])([CH3:4])([CH3:2])[CH3:3], predict the reactants needed to synthesize it. (2) Given the product [Cl:26][C:27]1[CH:28]=[CH:29][C:30]([CH2:31][CH2:32][NH:33][C:34]([C:35]2[CH:40]=[CH:39][C:38]([O:41][C:12]3[CH:11]=[C:10]4[C:5]([CH:6]([C:16]([O:18][CH3:19])=[O:17])[CH2:7][C:8]([CH3:15])([CH3:14])[O:9]4)=[CH:4][C:3]=3[C:1]#[N:2])=[CH:37][CH:36]=2)=[O:42])=[CH:43][CH:44]=1, predict the reactants needed to synthesize it. The reactants are: [C:1]([C:3]1[CH:4]=[C:5]2[C:10](=[CH:11][C:12]=1F)[O:9][C:8]([CH3:15])([CH3:14])[CH2:7][CH:6]2[C:16]([O:18][CH3:19])=[O:17])#[N:2].C([O-])([O-])=O.[K+].[K+].[Cl:26][C:27]1[CH:44]=[CH:43][C:30]([CH2:31][CH2:32][NH:33][C:34](=[O:42])[C:35]2[CH:40]=[CH:39][C:38]([OH:41])=[CH:37][CH:36]=2)=[CH:29][CH:28]=1. (3) Given the product [CH3:19][C:13]1[CH:14]=[CH:15][CH:16]=[C:17]2[C:12]=1[NH:11][C:2](=[O:4])[C:1](=[O:8])[NH:18]2, predict the reactants needed to synthesize it. The reactants are: [C:1]([O:8]CC)(=O)[C:2]([O:4]CC)=O.[NH2:11][C:12]1[C:17]([NH2:18])=[CH:16][CH:15]=[CH:14][C:13]=1[CH3:19].